From a dataset of Forward reaction prediction with 1.9M reactions from USPTO patents (1976-2016). Predict the product of the given reaction. (1) Given the reactants [Si]([O:18][CH2:19][C@H:20]1[O:25][C@@H:24]([N:26]2[C:38]3[C:37]4[NH:39][C:40]5[CH:41]=[C:42]([F:47])[C:43]([F:46])=[CH:44][C:45]=5[C:36]=4[C:35]4[C:48](=[O:52])[NH:49][C:50](=[O:51])[C:34]=4[C:33]=3[C:32]3[C:27]2=[CH:28][C:29]([F:54])=[C:30]([F:53])[CH:31]=3)[C@H:23]([O:55][CH2:56][C:57]2[CH:62]=[CH:61][CH:60]=[CH:59][CH:58]=2)[C@@:22]([CH3:64])([OH:63])[CH2:21]1)(C(C)(C)C)(C1C=CC=CC=1)C1C=CC=CC=1.[Si](OC[C@H]1O[C@@H](N2C3C4NC5C=C(F)C(F)=CC=5C=4C4C(=O)NC(=O)C=4C=3C3C2=CC(F)=C(F)C=3)[C@H](OCC2C=CC=CC=2)[C@](C)(O)C1)(C(C)(C)C)(C1C=CC=CC=1)C1C=CC=CC=1, predict the reaction product. The product is: [CH2:56]([O:55][C@@H:23]1[C@:22]([CH3:64])([OH:63])[CH2:21][C@@H:20]([CH2:19][OH:18])[O:25][C@H:24]1[N:26]1[C:38]2[C:37]3[NH:39][C:40]4[CH:41]=[C:42]([F:47])[C:43]([F:46])=[CH:44][C:45]=4[C:36]=3[C:35]3[C:48](=[O:52])[NH:49][C:50](=[O:51])[C:34]=3[C:33]=2[C:32]2[C:27]1=[CH:28][C:29]([F:54])=[C:30]([F:53])[CH:31]=2)[C:57]1[CH:58]=[CH:59][CH:60]=[CH:61][CH:62]=1. (2) Given the reactants [Cl:1][C:2]1[CH:3]=[C:4]([N:13]([CH2:20][CH3:21])[CH:14]2[CH2:19][CH2:18][O:17][CH2:16][CH2:15]2)[C:5]([O:11][CH3:12])=[C:6]([CH:10]=1)[C:7]([OH:9])=O.C1CN([P+](ON2N=NC3C=CC=CC2=3)(N2CCCC2)N2CCCC2)CC1.F[P-](F)(F)(F)(F)F.C(N(C(C)C)C(C)C)C.[NH2:64][CH2:65][C:66]1[C:67](=[O:74])[NH:68][C:69]([CH3:73])=[CH:70][C:71]=1[CH3:72], predict the reaction product. The product is: [Cl:1][C:2]1[CH:3]=[C:4]([N:13]([CH2:20][CH3:21])[CH:14]2[CH2:19][CH2:18][O:17][CH2:16][CH2:15]2)[C:5]([O:11][CH3:12])=[C:6]([CH:10]=1)[C:7]([NH:64][CH2:65][C:66]1[C:67](=[O:74])[NH:68][C:69]([CH3:73])=[CH:70][C:71]=1[CH3:72])=[O:9].